From a dataset of Reaction yield outcomes from USPTO patents with 853,638 reactions. Predict the reaction yield, written as a fraction of the theoretical maximum amount of product (1.0 means a 100% yield; for example, 0.34 means a 34% yield). (1) The reactants are [Cl-].[Al+3].[Cl-].[Cl-].NC(N)=S.Cl.C[O:11][C:12]1[CH:21]=[CH:20][CH:19]=[C:18]2[C:13]=1[CH2:14][CH2:15][C@H:16]([N:22]([CH2:30][CH2:31][CH3:32])[CH2:23][CH2:24][C:25]1[S:26][CH:27]=[CH:28][CH:29]=1)[CH2:17]2.N. The catalyst is C1(C)C=CC=CC=1.O. The product is [CH3:32][CH2:31][CH2:30][N:22]([C@@H:16]1[CH2:17][C:18]2[CH:19]=[CH:20][CH:21]=[C:12]([OH:11])[C:13]=2[CH2:14][CH2:15]1)[CH2:23][CH2:24][C:25]1[S:26][CH:27]=[CH:28][CH:29]=1. The yield is 0.860. (2) The reactants are [F:1][C:2]([F:7])([F:6])[C:3]([OH:5])=[O:4].[CH3:8][O:9][CH2:10][CH2:11][CH:12]([N:19]1[CH:23]=[C:22]([C:24]2[C:25]3[CH:32]=[CH:31][N:30](COCC[Si](C)(C)C)[C:26]=3[N:27]=[CH:28][N:29]=2)[CH:21]=[N:20]1)[C:13]1[CH:18]=[CH:17][CH:16]=[CH:15][CH:14]=1.C(Cl)Cl.CO.C(N)CN. No catalyst specified. The product is [F:1][C:2]([F:7])([F:6])[C:3]([OH:5])=[O:4].[CH3:8][O:9][CH2:10][CH2:11][CH:12]([N:19]1[CH:23]=[C:22]([C:24]2[C:25]3[CH:32]=[CH:31][NH:30][C:26]=3[N:27]=[CH:28][N:29]=2)[CH:21]=[N:20]1)[C:13]1[CH:14]=[CH:15][CH:16]=[CH:17][CH:18]=1. The yield is 0.600. (3) The reactants are [Cl:1][C:2]1[CH:3]=[C:4]([NH2:20])[CH:5]=[C:6]([Cl:19])[C:7]=1[O:8][C:9]1[S:10][C:11]2[CH:17]=[C:16]([Cl:18])[CH:15]=[CH:14][C:12]=2[N:13]=1.[Cl:21][C:22]1[CH:27]=[C:26]([Cl:28])[CH:25]=[CH:24][C:23]=1[S:29](Cl)(=[O:31])=[O:30].O.Cl. The catalyst is N1C=CC=CC=1. The product is [Cl:21][C:22]1[CH:27]=[C:26]([Cl:28])[CH:25]=[CH:24][C:23]=1[S:29]([NH:20][C:4]1[CH:3]=[C:2]([Cl:1])[C:7]([O:8][C:9]2[S:10][C:11]3[CH:17]=[C:16]([Cl:18])[CH:15]=[CH:14][C:12]=3[N:13]=2)=[C:6]([Cl:19])[CH:5]=1)(=[O:31])=[O:30]. The yield is 0.460. (4) The reactants are C(OC([N:8]1[CH2:26][CH2:25][C:11]2[N:12]([CH2:19][C:20]([O:22][CH2:23][CH3:24])=[O:21])[C:13]3[CH:14]=[CH:15][CH:16]=[CH:17][C:18]=3[C:10]=2[CH2:9]1)=O)(C)(C)C.[ClH:27]. The catalyst is C(OCC)(=O)C. The product is [ClH:27].[CH2:9]1[C:10]2[C:18]3[CH:17]=[CH:16][CH:15]=[CH:14][C:13]=3[N:12]([CH2:19][C:20]([O:22][CH2:23][CH3:24])=[O:21])[C:11]=2[CH2:25][CH2:26][NH:8]1. The yield is 0.790. (5) The product is [Br:4][C:5]1[CH:10]=[C:9]([C:11](=[O:12])[CH3:1])[CH:8]=[CH:7][N:6]=1. The reactants are [CH3:1][Mg+].[Br-].[Br:4][C:5]1[CH:10]=[C:9]([C:11](N(C)OC)=[O:12])[CH:8]=[CH:7][N:6]=1. The catalyst is C1COCC1. The yield is 0.940. (6) The reactants are Cl[C:2]1[CH:11]=[C:10]([NH:12][CH3:13])[C:9]2[C:4](=[CH:5][CH:6]=[CH:7][CH:8]=2)[N:3]=1.[CH2:14]([O:21][C:22](=[O:32])[NH:23][CH2:24][C@H:25]1[CH2:30][CH2:29][C@@H:28]([NH2:31])[CH2:27][CH2:26]1)[C:15]1[CH:20]=[CH:19][CH:18]=[CH:17][CH:16]=1.C([O-])(O)=O.[Na+]. The catalyst is C(O)CCC. The product is [CH2:14]([O:21][C:22](=[O:32])[NH:23][CH2:24][C@H:25]1[CH2:30][CH2:29][C@@H:28]([NH:31][C:2]2[CH:11]=[C:10]([NH:12][CH3:13])[C:9]3[C:4](=[CH:5][CH:6]=[CH:7][CH:8]=3)[N:3]=2)[CH2:27][CH2:26]1)[C:15]1[CH:16]=[CH:17][CH:18]=[CH:19][CH:20]=1. The yield is 0.490. (7) The reactants are [C:1]([C@@H:3]1[CH2:7][CH2:6][N:5]([C:8]([O:10]C(C)(C)C)=O)[CH2:4]1)#[N:2].Cl.O1CCOCC1.CCN([CH:28]([CH3:30])[CH3:29])C(C)C.C1(C(Cl)=O)CC1. The catalyst is CCO.C(Cl)(Cl)Cl. The product is [CH:28]1([C:8]([N:5]2[CH2:6][CH2:7][C@@H:3]([C:1]#[N:2])[CH2:4]2)=[O:10])[CH2:30][CH2:29]1. The yield is 0.970.